Dataset: Reaction yield outcomes from USPTO patents with 853,638 reactions. Task: Predict the reaction yield, written as a fraction of the theoretical maximum amount of product (1.0 means a 100% yield; for example, 0.34 means a 34% yield). The reactants are [CH:1]1[C:10]2[C:5](=[CH:6][CH:7]=[CH:8][CH:9]=2)[CH:4]=[C:3]([C:11]([OH:13])=O)[N:2]=1.CN(C(ON1N=NC2C=CC=CC1=2)=[N+](C)C)C.F[P-](F)(F)(F)(F)F.CCN(C(C)C)C(C)C.[CH2:47]([O:49][C:50]([C:52]1[C:60]2[N:59]=[C:58]([NH2:61])[NH:57][C:56]=2[CH:55]=[C:54]([S:62][CH2:63][CH3:64])[CH:53]=1)=[O:51])[CH3:48]. The catalyst is CN(C=O)C. The product is [CH2:47]([O:49][C:50]([C:52]1[C:60]2[NH:59][C:58]([NH:61][C:11]([C:3]3[N:2]=[CH:1][C:10]4[C:5]([CH:4]=3)=[CH:6][CH:7]=[CH:8][CH:9]=4)=[O:13])=[N:57][C:56]=2[CH:55]=[C:54]([S:62][CH2:63][CH3:64])[CH:53]=1)=[O:51])[CH3:48]. The yield is 0.830.